This data is from NCI-60 drug combinations with 297,098 pairs across 59 cell lines. The task is: Regression. Given two drug SMILES strings and cell line genomic features, predict the synergy score measuring deviation from expected non-interaction effect. (1) Cell line: SK-MEL-5. Drug 1: CC(C1=C(C=CC(=C1Cl)F)Cl)OC2=C(N=CC(=C2)C3=CN(N=C3)C4CCNCC4)N. Drug 2: C1CN(CCN1C(=O)CCBr)C(=O)CCBr. Synergy scores: CSS=-0.637, Synergy_ZIP=-0.131, Synergy_Bliss=-0.295, Synergy_Loewe=-7.04, Synergy_HSA=-5.60. (2) Drug 1: C1=CC=C(C(=C1)C(C2=CC=C(C=C2)Cl)C(Cl)Cl)Cl. Drug 2: CC1C(C(CC(O1)OC2CC(CC3=C2C(=C4C(=C3O)C(=O)C5=CC=CC=C5C4=O)O)(C(=O)C)O)N)O. Cell line: OVCAR-5. Synergy scores: CSS=47.4, Synergy_ZIP=-3.64, Synergy_Bliss=-1.87, Synergy_Loewe=2.70, Synergy_HSA=3.40.